This data is from Forward reaction prediction with 1.9M reactions from USPTO patents (1976-2016). The task is: Predict the product of the given reaction. (1) Given the reactants [C:1]([C:4]1[C:16]2[NH:15][C:14]3[C:9](=[CH:10][CH:11]=[C:12]([C:17]([N:19]4[CH2:24][CH2:23][N:22]([CH3:25])[CH2:21][CH2:20]4)=[O:18])[CH:13]=3)[C:8]=2[C:7]([N:26]2[CH2:31][CH2:30][CH2:29][C@@H:28]([NH:32]C(=O)OCC3C=CC=CC=3)[CH2:27]2)=[CH:6][CH:5]=1)(=[O:3])[NH2:2].C([O-])=O.[NH4+], predict the reaction product. The product is: [NH2:32][C@@H:28]1[CH2:29][CH2:30][CH2:31][N:26]([C:7]2[C:8]3[C:9]4[C:14](=[CH:13][C:12]([C:17]([N:19]5[CH2:24][CH2:23][N:22]([CH3:25])[CH2:21][CH2:20]5)=[O:18])=[CH:11][CH:10]=4)[NH:15][C:16]=3[C:4]([C:1]([NH2:2])=[O:3])=[CH:5][CH:6]=2)[CH2:27]1. (2) Given the reactants Br[CH2:2][CH2:3][CH2:4][C:5]([C:11]1[CH:16]=[CH:15][C:14]([O:17][CH3:18])=[C:13]([O:19][CH3:20])[CH:12]=1)([CH:8]([CH3:10])[CH3:9])[C:6]#[N:7].[CH3:21][NH:22][CH2:23][CH2:24][C:25]1[CH:26]=[C:27]([CH:34]=[CH:35][CH:36]=1)[C:28]([O:30][CH:31]([CH3:33])[CH3:32])=[O:29], predict the reaction product. The product is: [C:6]([C:5]([C:11]1[CH:16]=[CH:15][C:14]([O:17][CH3:18])=[C:13]([O:19][CH3:20])[CH:12]=1)([CH:8]([CH3:10])[CH3:9])[CH2:4][CH2:3][CH2:2][N:22]([CH3:21])[CH2:23][CH2:24][C:25]1[CH:26]=[C:27]([CH:34]=[CH:35][CH:36]=1)[C:28]([O:30][CH:31]([CH3:33])[CH3:32])=[O:29])#[N:7]. (3) Given the reactants [CH:1]1([CH:4]=[C:5]2[C:13]3[C:8](=[CH:9][CH:10]=[CH:11][CH:12]=3)[NH:7][C:6]2=O)[CH2:3][CH2:2]1.B.CO.Cl, predict the reaction product. The product is: [CH:1]1([CH2:4][CH:5]2[C:13]3[C:8](=[CH:9][CH:10]=[CH:11][CH:12]=3)[NH:7][CH2:6]2)[CH2:2][CH2:3]1. (4) Given the reactants [F:1][C:2]1[CH:7]=[CH:6][C:5]([C:8]2[C:16]3[C:11](=[N:12][C:13]([NH2:23])=[N:14][C:15]=3[N:17]3[CH2:22][CH2:21][NH:20][CH2:19][CH2:18]3)[S:10][N:9]=2)=[CH:4][CH:3]=1.C(=O)([O-])[O-].[K+].[K+].[Cl:30][C:31]1[CH:41]=[CH:40][C:34]([O:35][CH2:36][C:37](Cl)=[O:38])=[CH:33][CH:32]=1, predict the reaction product. The product is: [NH2:23][C:13]1[N:12]=[C:11]2[S:10][N:9]=[C:8]([C:5]3[CH:6]=[CH:7][C:2]([F:1])=[CH:3][CH:4]=3)[C:16]2=[C:15]([N:17]2[CH2:18][CH2:19][N:20]([C:37](=[O:38])[CH2:36][O:35][C:34]3[CH:40]=[CH:41][C:31]([Cl:30])=[CH:32][CH:33]=3)[CH2:21][CH2:22]2)[N:14]=1. (5) Given the reactants BrCCBr.C[Si](Cl)(C)C.[CH3:10][O:11][C:12](=[O:22])/[C:13](/I)=[CH:14]\[CH:15]1[CH2:20][CH2:19][CH2:18][CH2:17][CH2:16]1.C1(P(C2C=CC=CC=2)C2C=CC=CC=2)C=CC=CC=1.Br[C:43]1[CH:48]=[CH:47][C:46]([S:49]([CH3:52])(=[O:51])=[O:50])=[C:45]([C:53]([F:56])([F:55])[F:54])[CH:44]=1.[Cl-].[NH4+], predict the reaction product. The product is: [CH3:10][O:11][C:12](=[O:22])/[C:13](/[C:43]1[CH:48]=[CH:47][C:46]([S:49]([CH3:52])(=[O:50])=[O:51])=[C:45]([C:53]([F:55])([F:56])[F:54])[CH:44]=1)=[CH:14]/[CH:15]1[CH2:20][CH2:19][CH2:18][CH2:17][CH2:16]1. (6) Given the reactants [F:1][C:2]1[CH:14]=[C:13]([C:15]2[CH:16]=[N:17][N:18]([CH:20]([CH3:26])[C:21](OCC)=[O:22])[CH:19]=2)[C:12]2[C:11]3[C:6](=[CH:7][CH:8]=[CH:9][CH:10]=3)[C@:5]([OH:31])([C:27]([F:30])([F:29])[F:28])[C:4]=2[CH:3]=1.C=[O:33].[O:34]1[CH2:38]CCC1.[F-].C([N+](CCCC)(CCCC)CCCC)CCC, predict the reaction product. The product is: [F:1][C:2]1[CH:14]=[C:13]([C:15]2[CH:16]=[N:17][N:18]([C:20]([CH3:26])([CH2:38][OH:34])[C:21]([OH:33])=[O:22])[CH:19]=2)[C:12]2[C:11]3[C:6](=[CH:7][CH:8]=[CH:9][CH:10]=3)[C@:5]([OH:31])([C:27]([F:28])([F:30])[F:29])[C:4]=2[CH:3]=1. (7) Given the reactants N1C=CC=CC=1.[CH3:7][S:8](Cl)(=[O:10])=[O:9].CN(C1C=CC=CN=1)C.[NH2:21][C:22]1[C:39]([OH:40])=[CH:38][C:25]2[CH2:26][CH2:27][N:28]([C:31]([O:33][C:34]([CH3:37])([CH3:36])[CH3:35])=[O:32])[CH2:29][CH2:30][C:24]=2[CH:23]=1, predict the reaction product. The product is: [OH:40][C:39]1[C:22]([NH:21][S:8]([CH3:7])(=[O:10])=[O:9])=[CH:23][C:24]2[CH2:30][CH2:29][N:28]([C:31]([O:33][C:34]([CH3:36])([CH3:37])[CH3:35])=[O:32])[CH2:27][CH2:26][C:25]=2[CH:38]=1. (8) Given the reactants [ClH:1].ClC1C=CC([CH:9]([NH2:16])[CH:10]2[CH2:15][CH2:14][NH:13][CH2:12][CH2:11]2)=CC=1.Cl[C:18]1[C:19]2[CH:26]=[CH:25][NH:24][C:20]=2[N:21]=[CH:22][N:23]=1.C(N([CH2:32][CH3:33])CC)C.[CH2:34](O)[CH2:35][CH2:36][CH3:37], predict the reaction product. The product is: [Cl:1][C:33]1[CH:32]=[CH:37][C:36]([NH:16][CH2:9][CH:10]2[CH2:11][CH2:12][N:13]([C:18]3[C:19]4[CH:26]=[CH:25][NH:24][C:20]=4[N:21]=[CH:22][N:23]=3)[CH2:14][CH2:15]2)=[CH:35][CH:34]=1.